This data is from Forward reaction prediction with 1.9M reactions from USPTO patents (1976-2016). The task is: Predict the product of the given reaction. (1) Given the reactants [CH2:1]([O:3][C:4]([C:6]1([C:9]2[CH:14]=[CH:13][C:12]([C:15]3[CH:20]=[CH:19][C:18]([C:21]4[O:25][N:24]=[C:23]([CH3:26])[C:22]=4[CH2:27][NH:28][CH3:29])=[CH:17][CH:16]=3)=[CH:11][CH:10]=2)[CH2:8][CH2:7]1)=[O:5])[CH3:2].[O:30]([CH:37]([CH3:41])[C:38](Cl)=[O:39])[C:31]1[CH:36]=[CH:35][CH:34]=[CH:33][CH:32]=1, predict the reaction product. The product is: [CH2:1]([O:3][C:4]([C:6]1([C:9]2[CH:10]=[CH:11][C:12]([C:15]3[CH:20]=[CH:19][C:18]([C:21]4[O:25][N:24]=[C:23]([CH3:26])[C:22]=4[CH2:27][N:28]([CH3:29])[C:38](=[O:39])[CH:37]([O:30][C:31]4[CH:36]=[CH:35][CH:34]=[CH:33][CH:32]=4)[CH3:41])=[CH:17][CH:16]=3)=[CH:13][CH:14]=2)[CH2:8][CH2:7]1)=[O:5])[CH3:2]. (2) Given the reactants [CH3:1][O:2][C:3](=[O:24])[C:4]1[CH:23]=[CH:22][CH:21]=[C:6]([C:7]([NH:9][CH2:10][C:11]([C:13]2[CH:18]=[CH:17][C:16]([O:19][CH3:20])=[CH:15][CH:14]=2)=[O:12])=O)[CH:5]=1, predict the reaction product. The product is: [CH3:1][O:2][C:3](=[O:24])[C:4]1[CH:23]=[CH:22][CH:21]=[C:6]([C:7]2[O:12][C:11]([C:13]3[CH:18]=[CH:17][C:16]([O:19][CH3:20])=[CH:15][CH:14]=3)=[CH:10][N:9]=2)[CH:5]=1. (3) The product is: [CH3:1][C:2]1[C:11]([CH2:12][C:13]2[CH:14]=[CH:15][C:16]([C:19]3[CH:24]=[CH:23][N:22]=[C:21]([CH3:25])[CH:20]=3)=[N:17][CH:18]=2)=[CH:10][C:5]([C:6]([O:8][CH3:9])=[O:7])=[C:4]([CH:34]=[CH2:35])[CH:3]=1. Given the reactants [CH3:1][C:2]1[C:11]([CH2:12][C:13]2[CH:14]=[CH:15][C:16]([C:19]3[CH:24]=[CH:23][N:22]=[C:21]([CH3:25])[CH:20]=3)=[N:17][CH:18]=2)=[CH:10][C:5]([C:6]([O:8][CH3:9])=[O:7])=[C:4](OS(C(F)(F)F)(=O)=O)[CH:3]=1.[CH2:34](C([Sn])=C(CCCC)CCCC)[CH2:35]CC.[Cl-].[Li+].[F-].[K+], predict the reaction product.